From a dataset of Full USPTO retrosynthesis dataset with 1.9M reactions from patents (1976-2016). Predict the reactants needed to synthesize the given product. Given the product [Cl:14][CH2:15][CH2:16][N:11]1[CH:10]=[CH:9][N:8]=[C:7]1[C:1]1[CH:2]=[CH:3][CH:4]=[CH:5][CH:6]=1, predict the reactants needed to synthesize it. The reactants are: [C:1]1([C:7]2[NH:8][CH:9]=[CH:10][N:11]=2)[CH:6]=[CH:5][CH:4]=[CH:3][CH:2]=1.[OH-].[Na+].[Cl:14][CH2:15][CH2:16]Cl.